Dataset: Forward reaction prediction with 1.9M reactions from USPTO patents (1976-2016). Task: Predict the product of the given reaction. (1) Given the reactants [NH:1]([C:3]1[CH:10]=[CH:9][C:6]([C:7]#[N:8])=[CH:5][N:4]=1)N.[CH3:11][O:12][C:13]1[CH:18]=[CH:17][C:16]([C:19](=O)[CH2:20][N:21]2[CH:25]=[CH:24][CH:23]=[CH:22]2)=[CH:15][CH:14]=1, predict the reaction product. The product is: [C:7]([C:6]1[CH:9]=[C:10]2[C:20]([N:21]3[CH:25]=[CH:24][CH:23]=[CH:22]3)=[C:19]([C:16]3[CH:15]=[CH:14][C:13]([O:12][CH3:11])=[CH:18][CH:17]=3)[NH:1][C:3]2=[N:4][CH:5]=1)#[N:8]. (2) Given the reactants [CH:1]([B-](F)(F)F)=[CH2:2].[K+].Br[C:9]1[CH:10]=[C:11]2[C:15](=[CH:16][CH:17]=1)[CH2:14][N:13]([C:18]([NH:20][C:21]1[CH:26]=[CH:25][C:24]([C:27](=[O:32])[NH:28][CH2:29][CH2:30][CH3:31])=[CH:23][CH:22]=1)=[O:19])[CH2:12]2.C(=O)(O)[O-].[Na+].O, predict the reaction product. The product is: [CH2:29]([NH:28][C:27]([C:24]1[CH:23]=[CH:22][C:21]([NH:20][C:18]([N:13]2[CH2:12][C:11]3[C:15](=[CH:16][CH:17]=[C:9]([CH:1]=[CH2:2])[CH:10]=3)[CH2:14]2)=[O:19])=[CH:26][CH:25]=1)=[O:32])[CH2:30][CH3:31]. (3) Given the reactants [N+:1]([C:4]1[CH:9]=[CH:8][C:7]([C:10]2([C:16]#[N:17])[CH2:15][CH2:14][NH:13][CH2:12][CH2:11]2)=[CH:6][CH:5]=1)([O-:3])=[O:2].ClC(OC1C=C[C:25]([N+:28]([O-])=O)=CC=1)=O.N.[O:32]1CCOCC1, predict the reaction product. The product is: [C:16]([C:10]1([C:7]2[CH:8]=[CH:9][C:4]([N+:1]([O-:3])=[O:2])=[CH:5][CH:6]=2)[CH2:15][CH2:14][N:13]([C:25]([NH2:28])=[O:32])[CH2:12][CH2:11]1)#[N:17]. (4) The product is: [NH2:8][C:5]1[C:4]([C:9]2[CH:10]=[CH:11][C:12]([OH:15])=[CH:13][CH:14]=2)=[C:3]([CH2:17][CH3:18])[C:2]([Br:1])=[CH:7][N:6]=1. Given the reactants [Br:1][C:2]1[C:3]([CH2:17][CH3:18])=[C:4]([C:9]2[CH:14]=[CH:13][C:12]([O:15]C)=[CH:11][CH:10]=2)[C:5]([NH2:8])=[N:6][CH:7]=1.BrB(Br)Br, predict the reaction product. (5) Given the reactants [C:1]([NH:5][S:6]([C:9]1[CH:14]=[CH:13][C:12]([C:15]2[CH:24]=[CH:23][C:22]3[C:17](=[CH:18][CH:19]=[C:20]([O:25][CH3:26])[CH:21]=3)[C:16]=2[O:27][C:28]2[CH:33]=[CH:32][C:31]([O:34][CH2:35][CH2:36][N:37]3[CH2:42][CH2:41][CH2:40][CH2:39][CH2:38]3)=[CH:30][CH:29]=2)=[CH:11][CH:10]=1)(=[O:8])=[O:7])([CH3:4])([CH3:3])[CH3:2].[H-].[Na+].I[CH3:46], predict the reaction product. The product is: [C:1]([N:5]([CH3:46])[S:6]([C:9]1[CH:14]=[CH:13][C:12]([C:15]2[CH:24]=[CH:23][C:22]3[C:17](=[CH:18][CH:19]=[C:20]([O:25][CH3:26])[CH:21]=3)[C:16]=2[O:27][C:28]2[CH:33]=[CH:32][C:31]([O:34][CH2:35][CH2:36][N:37]3[CH2:38][CH2:39][CH2:40][CH2:41][CH2:42]3)=[CH:30][CH:29]=2)=[CH:11][CH:10]=1)(=[O:8])=[O:7])([CH3:4])([CH3:2])[CH3:3]. (6) Given the reactants [CH3:1][O:2][C:3](=[O:32])[C@@H:4]([NH:24][C:25]([N:27]1[CH2:30][CH:29]([OH:31])[CH2:28]1)=[S:26])[CH2:5][O:6][Si:7]([C:20]([CH3:23])([CH3:22])[CH3:21])([C:14]1[CH:19]=[CH:18][CH:17]=[CH:16][CH:15]=1)[C:8]1[CH:13]=[CH:12][CH:11]=[CH:10][CH:9]=1.[C:33](O[C:33](=[O:40])[C:34]1[CH:39]=[CH:38][CH:37]=[CH:36][CH:35]=1)(=[O:40])[C:34]1[CH:39]=[CH:38][CH:37]=[CH:36][CH:35]=1, predict the reaction product. The product is: [CH3:1][O:2][C:3](=[O:32])[C@@H:4]([NH:24][C:25]([N:27]1[CH2:30][CH:29]([O:31][C:33](=[O:40])[C:34]2[CH:39]=[CH:38][CH:37]=[CH:36][CH:35]=2)[CH2:28]1)=[S:26])[CH2:5][O:6][Si:7]([C:20]([CH3:23])([CH3:21])[CH3:22])([C:14]1[CH:19]=[CH:18][CH:17]=[CH:16][CH:15]=1)[C:8]1[CH:9]=[CH:10][CH:11]=[CH:12][CH:13]=1. (7) Given the reactants [F:1][C:2]1[CH:3]=[C:4]([NH:13][S:14]([C:17]2[CH:25]=[CH:24][C:20]([C:21](O)=[O:22])=[CH:19][CH:18]=2)(=[O:16])=[O:15])[CH:5]=[C:6]([F:12])[C:7]=1[C:8]([O:10]C)=[O:9].[CH:26]1([CH2:29][NH2:30])[CH2:28][CH2:27]1.CN(C(ON1N=NC2C=CC=NC1=2)=[N+](C)C)C.F[P-](F)(F)(F)(F)F.C1C=NC2N(O)N=NC=2C=1.C(N(CC)CC)C, predict the reaction product. The product is: [CH:26]1([CH2:29][NH:30][C:21]([C:20]2[CH:19]=[CH:18][C:17]([S:14]([NH:13][C:4]3[CH:3]=[C:2]([F:1])[C:7]([C:8]([OH:10])=[O:9])=[C:6]([F:12])[CH:5]=3)(=[O:15])=[O:16])=[CH:25][CH:24]=2)=[O:22])[CH2:28][CH2:27]1.